Dataset: Catalyst prediction with 721,799 reactions and 888 catalyst types from USPTO. Task: Predict which catalyst facilitates the given reaction. (1) The catalyst class is: 10. Reactant: [Cl:1][C:2]1[CH:3]=[C:4]([N:22]([C@H:25]2[CH2:30][CH2:29][C@H:28]([N:31]([CH3:33])[CH3:32])[CH2:27][CH2:26]2)[CH2:23][CH3:24])[C:5]([CH3:21])=[C:6]([CH:20]=1)[C:7]([NH:9][CH2:10][C:11]1[C:12]([CH3:19])=[N:13][N:14]([CH3:18])[C:15]=1[O:16]C)=[O:8].[Na+].[I-].C[Si](Cl)(C)C. Product: [Cl:1][C:2]1[CH:3]=[C:4]([N:22]([C@H:25]2[CH2:26][CH2:27][C@H:28]([N:31]([CH3:32])[CH3:33])[CH2:29][CH2:30]2)[CH2:23][CH3:24])[C:5]([CH3:21])=[C:6]([CH:20]=1)[C:7]([NH:9][CH2:10][C:11]1[C:15](=[O:16])[N:14]([CH3:18])[NH:13][C:12]=1[CH3:19])=[O:8]. (2) Reactant: N(C(OC(C)(C)C)=O)=NC(O[C:6](C)([CH3:8])[CH3:7])=O.[N+:17]([C:20]1[CH:21]=[N:22][NH:23][CH:24]=1)([O-:19])=[O:18].CC(O)C.C1(P(C2C=CC=CC=2)C2C=CC=CC=2)C=CC=CC=1. Product: [CH:6]([N:22]1[CH:21]=[C:20]([N+:17]([O-:19])=[O:18])[CH:24]=[N:23]1)([CH3:8])[CH3:7]. The catalyst class is: 7. (3) Reactant: [F:1][C:2]1[CH:7]=[CH:6][C:5]([N+:8]([O-])=O)=[C:4]([O:11][C@H:12]2[CH2:17][CH2:16][C@H:15]([OH:18])[CH2:14][CH2:13]2)[CH:3]=1.[H][H]. Product: [F:1][C:2]1[CH:7]=[CH:6][C:5]([NH2:8])=[C:4]([O:11][C@H:12]2[CH2:13][CH2:14][C@H:15]([OH:18])[CH2:16][CH2:17]2)[CH:3]=1. The catalyst class is: 19. (4) The catalyst class is: 4. Reactant: [S:1]1[C:5]2[CH:6]=[CH:7][CH:8]=[CH:9][C:4]=2[N:3]=[C:2]1[NH:10][C:11]([C:13]1[CH:14]=[CH:15][CH:16]=[C:17]2[C:22]=1[CH2:21][N:20]([C:23]1[N:28]=[C:27]([C:29]([O:31][C:32]([CH3:35])([CH3:34])[CH3:33])=[O:30])[C:26]([C:36]3[CH:37]=[C:38]4[C:43](=[CH:44][CH:45]=3)[CH2:42][NH:41][CH2:40][CH2:39]4)=[CH:25][CH:24]=1)[CH2:19][CH2:18]2)=[O:12].[CH:46](=O)[C:47]1[CH:52]=[CH:51][CH:50]=[CH:49][CH:48]=1.C(O)(=O)C.CO. Product: [S:1]1[C:5]2[CH:6]=[CH:7][CH:8]=[CH:9][C:4]=2[N:3]=[C:2]1[NH:10][C:11]([C:13]1[CH:14]=[CH:15][CH:16]=[C:17]2[C:22]=1[CH2:21][N:20]([C:23]1[N:28]=[C:27]([C:29]([O:31][C:32]([CH3:35])([CH3:34])[CH3:33])=[O:30])[C:26]([C:36]3[CH:37]=[C:38]4[C:43](=[CH:44][CH:45]=3)[CH2:42][N:41]([CH2:46][C:47]3[CH:52]=[CH:51][CH:50]=[CH:49][CH:48]=3)[CH2:40][CH2:39]4)=[CH:25][CH:24]=1)[CH2:19][CH2:18]2)=[O:12]. (5) Reactant: [CH3:1][C:2]1([CH3:11])[N:6]2[C:7](=[O:10])[CH2:8][CH2:9][C@@H:5]2[CH2:4][O:3]1.[CH:12]([N-]C(C)C)([CH3:14])[CH3:13].[Li+].[CH2:20](Br)[CH:21]=[CH2:22]. Product: [CH2:14]([C:8]1([CH2:22][CH:21]=[CH2:20])[C:7](=[O:10])[N:6]2[C:2]([CH3:11])([CH3:1])[O:3][CH2:4][C@H:5]2[CH2:9]1)[CH:12]=[CH2:13]. The catalyst class is: 1.